Dataset: Peptide-MHC class I binding affinity with 185,985 pairs from IEDB/IMGT. Task: Regression. Given a peptide amino acid sequence and an MHC pseudo amino acid sequence, predict their binding affinity value. This is MHC class I binding data. The peptide sequence is YRATYSMAL. The MHC is HLA-C04:01 with pseudo-sequence HLA-C04:01. The binding affinity (normalized) is 0.213.